Task: Regression. Given two drug SMILES strings and cell line genomic features, predict the synergy score measuring deviation from expected non-interaction effect.. Dataset: NCI-60 drug combinations with 297,098 pairs across 59 cell lines Drug 1: CC1C(C(CC(O1)OC2CC(CC3=C2C(=C4C(=C3O)C(=O)C5=C(C4=O)C(=CC=C5)OC)O)(C(=O)C)O)N)O.Cl. Drug 2: C1C(C(OC1N2C=NC3=C2NC=NCC3O)CO)O. Cell line: HOP-62. Synergy scores: CSS=14.4, Synergy_ZIP=-6.55, Synergy_Bliss=-3.62, Synergy_Loewe=-5.99, Synergy_HSA=-6.37.